Task: Predict the reaction yield, written as a fraction of the theoretical maximum amount of product (1.0 means a 100% yield; for example, 0.34 means a 34% yield).. Dataset: Reaction yield outcomes from USPTO patents with 853,638 reactions (1) The reactants are [Br:1][C:2]1[CH:3]=[C:4]([C:8]2[C:12]3[C:13]([CH3:19])=[CH:14][C:15]([CH3:18])=[C:16]([CH3:17])[C:11]=3[O:10][CH:9]=2)[CH:5]=[CH:6][CH:7]=1. The catalyst is C(OCC)(=O)C.CCCCCC. The product is [Br:1][C:2]1[CH:3]=[C:4]([CH:8]2[C:12]3[C:13]([CH3:19])=[CH:14][C:15]([CH3:18])=[C:16]([CH3:17])[C:11]=3[O:10][CH2:9]2)[CH:5]=[CH:6][CH:7]=1. The yield is 0.820. (2) The reactants are C(N[C:5]1[CH:10]=[C:9]([O:11][C:12]2[C:17]([F:18])=[CH:16][C:15]([NH:19][C:20]([C:22]3([C:25]([NH:27][C:28]4[CH:33]=[CH:32][C:31]([F:34])=[CH:30][CH:29]=4)=[O:26])[CH2:24][CH2:23]3)=[O:21])=[C:14]([F:35])[CH:13]=2)[CH:8]=[CH:7][N:6]=1)(=O)C.C(=O)([O-])[O-].[Cs+].[Cs+].[C:42]([NH-:47])(=[O:46])[CH:43]([CH3:45])[CH3:44].CC1(C)C2C(=C(P(C3C=CC=CC=3)C3C=CC=CC=3)C=CC=2)OC2C(P(C3C=CC=CC=3)C3C=CC=CC=3)=CC=CC1=2. The catalyst is O1CCOCC1.C(OCC)(=O)C.C1C=CC(/C=C/C(/C=C/C2C=CC=CC=2)=O)=CC=1.C1C=CC(/C=C/C(/C=C/C2C=CC=CC=2)=O)=CC=1.C1C=CC(/C=C/C(/C=C/C2C=CC=CC=2)=O)=CC=1.[Pd].[Pd]. The product is [F:35][C:14]1[CH:13]=[C:12]([O:11][C:9]2[CH:8]=[CH:7][N:6]=[C:5]([NH:47][C:42](=[O:46])[CH:43]([CH3:45])[CH3:44])[CH:10]=2)[C:17]([F:18])=[CH:16][C:15]=1[NH:19][C:20]([C:22]1([C:25]([NH:27][C:28]2[CH:29]=[CH:30][C:31]([F:34])=[CH:32][CH:33]=2)=[O:26])[CH2:24][CH2:23]1)=[O:21]. The yield is 0.410. (3) The reactants are [Cl:1][C:2]1[N:3]=[CH:4][C:5]([C:8]([OH:10])=O)=[N:6][CH:7]=1.CN(C)C=O.C(Cl)(C([Cl:20])=O)=O. The catalyst is ClCCl. The product is [Cl:1][C:2]1[N:3]=[CH:4][C:5]([C:8]([Cl:20])=[O:10])=[N:6][CH:7]=1. The yield is 1.00. (4) The reactants are Cl[C:2]1[N:3]([CH2:10][C:11]2[CH:18]=[CH:17][CH:16]=[CH:15][C:12]=2[C:13]#[N:14])[C:4](=[O:9])[C:5]([F:8])=[CH:6][N:7]=1.Cl.Cl.[NH2:21][C@@H:22]1[CH2:27][CH2:26][CH2:25][NH:24][CH2:23]1.C(=O)([O-])[O-].[K+].[K+].C(OC(C)C)(=O)C.Cl. The catalyst is O.CC(O)C. The product is [NH2:21][C@@H:22]1[CH2:27][CH2:26][CH2:25][N:24]([C:2]2[N:3]([CH2:10][C:11]3[CH:18]=[CH:17][CH:16]=[CH:15][C:12]=3[C:13]#[N:14])[C:4](=[O:9])[C:5]([F:8])=[CH:6][N:7]=2)[CH2:23]1. The yield is 0.930. (5) The reactants are Br[C:2]1[C:3]([C:10]#[N:11])=[CH:4][S:5][C:6]=1[N+:7]([O-:9])=[O:8].C([Sn](CCCC)(CCCC)[C:17]1[O:18][CH:19]=[CH:20][N:21]=1)CCC. The catalyst is C1C=CC([P]([Pd]([P](C2C=CC=CC=2)(C2C=CC=CC=2)C2C=CC=CC=2)([P](C2C=CC=CC=2)(C2C=CC=CC=2)C2C=CC=CC=2)[P](C2C=CC=CC=2)(C2C=CC=CC=2)C2C=CC=CC=2)(C2C=CC=CC=2)C2C=CC=CC=2)=CC=1.[Cu]I. The product is [N+:7]([C:6]1[S:5][CH:4]=[C:3]([C:10]#[N:11])[C:2]=1[C:17]1[O:18][CH:19]=[CH:20][N:21]=1)([O-:9])=[O:8]. The yield is 0.180. (6) The reactants are [Cl:1][C:2]1[CH:3]=[CH:4][C:5]([CH:24]=[O:25])=[C:6]2[C:10]=1[N:9]=[C:8]1[N:11]([C:15]3[CH:20]=[CH:19][C:18]([O:21][CH3:22])=[CH:17][C:16]=3[Cl:23])[CH2:12][CH2:13][CH2:14][N:7]21.[CH:26]1([Mg]Br)[CH2:28][CH2:27]1.[Cl-].[NH4+]. The catalyst is O1CCCC1. The product is [Cl:1][C:2]1[C:10]2[N:9]=[C:8]3[N:11]([C:15]4[CH:20]=[CH:19][C:18]([O:21][CH3:22])=[CH:17][C:16]=4[Cl:23])[CH2:12][CH2:13][CH2:14][N:7]3[C:6]=2[C:5]([CH:24]([CH:26]2[CH2:28][CH2:27]2)[OH:25])=[CH:4][CH:3]=1. The yield is 0.770. (7) The reactants are [F:1][C:2]([F:7])([F:6])[C:3]([OH:5])=[O:4].[OH:8][C:9]1([C:22]2[S:23][C:24]([C:27]3[CH:32]=[C:31]([CH3:33])[CH:30]=[C:29]([NH:34][C:35]4[CH:40]=[C:39]([C:41]([F:44])([F:43])[F:42])[CH:38]=[CH:37][N:36]=4)[N:28]=3)=[CH:25][N:26]=2)[CH2:18][CH2:17][CH2:16][C:15]2[CH:14]=[C:13]([C:19]([OH:21])=O)[CH:12]=[CH:11][C:10]1=2.[Cl-].[NH4+].F[P-](F)(F)(F)(F)F.[N:54]1(OC(N(C)C)=[N+](C)C)C2N=CC=CC=2N=N1.C(N(C(C)C)CC)(C)C. The catalyst is CN(C=O)C.CS(C)=O. The product is [F:1][C:2]([F:7])([F:6])[C:3]([OH:5])=[O:4].[OH:8][C:9]1([C:22]2[S:23][C:24]([C:27]3[CH:32]=[C:31]([CH3:33])[CH:30]=[C:29]([NH:34][C:35]4[CH:40]=[C:39]([C:41]([F:43])([F:44])[F:42])[CH:38]=[CH:37][N:36]=4)[N:28]=3)=[CH:25][N:26]=2)[CH2:18][CH2:17][CH2:16][C:15]2[CH:14]=[C:13]([C:19]([NH2:54])=[O:21])[CH:12]=[CH:11][C:10]1=2. The yield is 0.430. (8) The yield is 0.600. The catalyst is CC(N(C)C)=O. The reactants are [CH2:1]([OH:8])[C:2]1[CH:7]=[CH:6][CH:5]=[CH:4][CH:3]=1.[H-].[Na+].[F:11][C:12]1[CH:34]=[CH:33][C:15]([CH2:16][NH:17][C:18]([C:20]2[S:24][C:23]([C:25]3[CH:30]=[N:29][CH:28]=[C:27](I)[N:26]=3)=[N:22][C:21]=2[CH3:32])=[O:19])=[CH:14][CH:13]=1.C(N(C(C)C)CC)(C)C. The product is [F:11][C:12]1[CH:34]=[CH:33][C:15]([CH2:16][NH:17][C:18]([C:20]2[S:24][C:23]([C:25]3[CH:30]=[N:29][CH:28]=[C:27]([O:8][CH2:1][C:2]4[CH:7]=[CH:6][CH:5]=[CH:4][CH:3]=4)[N:26]=3)=[N:22][C:21]=2[CH3:32])=[O:19])=[CH:14][CH:13]=1. (9) The reactants are [NH2:1][C:2]1[C:7]2=[C:8]([C:22]3[CH:27]=[CH:26][C:25]([NH:28][C:29]([NH:31][C:32]4[CH:37]=[C:36]([C:38]([F:41])([F:40])[F:39])[CH:35]=[CH:34][N:33]=4)=[O:30])=[CH:24][CH:23]=3)[C:9]([C:11]([NH:13][C@H:14]([C:17]([O:19][CH2:20][CH3:21])=[O:18])[CH2:15]O)=[O:12])=[CH:10][N:6]2[N:5]=[CH:4][N:3]=1.CCN(S(F)(F)F)CC.CC(C)=O.C(=O)=O.C1CCN2C(=NCCC2)CC1.BrC(Cl)(Cl)Cl. The catalyst is CCOC(C)=O.C1COCC1. The product is [NH2:1][C:2]1[C:7]2=[C:8]([C:22]3[CH:23]=[CH:24][C:25]([NH:28][C:29]([NH:31][C:32]4[CH:37]=[C:36]([C:38]([F:41])([F:40])[F:39])[CH:35]=[CH:34][N:33]=4)=[O:30])=[CH:26][CH:27]=3)[C:9]([C:11]3[O:12][CH:15]=[C:14]([C:17]([O:19][CH2:20][CH3:21])=[O:18])[N:13]=3)=[CH:10][N:6]2[N:5]=[CH:4][N:3]=1. The yield is 0.0800.